From a dataset of Reaction yield outcomes from USPTO patents with 853,638 reactions. Predict the reaction yield, written as a fraction of the theoretical maximum amount of product (1.0 means a 100% yield; for example, 0.34 means a 34% yield). (1) The reactants are [O:1]1[CH2:6][CH:5]=[C:4]([C:7]2[C:8]([F:13])=[N:9][CH:10]=[CH:11][CH:12]=2)[CH2:3][CH2:2]1. The catalyst is CO.[Pd]. The product is [F:13][C:8]1[C:7]([CH:4]2[CH2:5][CH2:6][O:1][CH2:2][CH2:3]2)=[CH:12][CH:11]=[CH:10][N:9]=1. The yield is 0.953. (2) The reactants are [Si:1]([O:8][CH2:9][C@@H:10]1[C@H:14]2[O:15][C:16]([CH3:19])([CH3:18])[O:17][C@H:13]2[C@H:12]([OH:20])[C:11]1=[CH2:21])([C:4]([CH3:7])([CH3:6])[CH3:5])([CH3:3])[CH3:2].[BH4-].[Na+].[NH4+].[Cl-]. The catalyst is CO. The product is [Si:1]([O:8][CH2:9][C@@H:10]1[C@H:14]2[O:15][C:16]([CH3:19])([CH3:18])[O:17][C@H:13]2[C@@H:12]([OH:20])[C:11]1=[CH2:21])([C:4]([CH3:7])([CH3:6])[CH3:5])([CH3:2])[CH3:3]. The yield is 0.800.